The task is: Predict the reaction yield, written as a fraction of the theoretical maximum amount of product (1.0 means a 100% yield; for example, 0.34 means a 34% yield).. This data is from Reaction yield outcomes from USPTO patents with 853,638 reactions. (1) The reactants are [C:1]([C:5]1[CH:9]=[C:8]([NH2:10])[N:7]([C:11]2[CH:12]=[N:13][C:14]([CH3:17])=[CH:15][CH:16]=2)[N:6]=1)([CH3:4])([CH3:3])[CH3:2].C(=O)([O-])[O-].[K+].[K+].Cl[C:25]([O:27][C:28]1[CH:33]=[CH:32][CH:31]=[CH:30][CH:29]=1)=[O:26]. The catalyst is C(Cl)Cl. The product is [C:1]([C:5]1[CH:9]=[C:8]([NH:10][C:25](=[O:26])[O:27][C:28]2[CH:33]=[CH:32][CH:31]=[CH:30][CH:29]=2)[N:7]([C:11]2[CH:12]=[N:13][C:14]([CH3:17])=[CH:15][CH:16]=2)[N:6]=1)([CH3:4])([CH3:3])[CH3:2]. The yield is 0.420. (2) The reactants are [C:1]([O:5][C:6](=[O:23])[NH:7][C:8]1[CH:13]=[CH:12][C:11]([CH:14]([CH2:19][N:20]=[N+]=[N-])[CH2:15][N:16]=[N+]=[N-])=[CH:10][CH:9]=1)([CH3:4])([CH3:3])[CH3:2]. The catalyst is [Pd]. The product is [C:1]([O:5][C:6](=[O:23])[NH:7][C:8]1[CH:13]=[CH:12][C:11]([CH:14]([CH2:15][NH2:16])[CH2:19][NH2:20])=[CH:10][CH:9]=1)([CH3:4])([CH3:2])[CH3:3]. The yield is 0.640. (3) The reactants are [CH3:1][O:2][C:3]1[C:17]([N+:18]([O-])=O)=[CH:16][C:6]2[CH2:7][CH2:8][N:9]([CH2:12][CH2:13][O:14][CH3:15])[CH2:10][CH2:11][C:5]=2[CH:4]=1.O.NN. The catalyst is [Pd].CO. The product is [CH3:1][O:2][C:3]1[C:17]([NH2:18])=[CH:16][C:6]2[CH2:7][CH2:8][N:9]([CH2:12][CH2:13][O:14][CH3:15])[CH2:10][CH2:11][C:5]=2[CH:4]=1. The yield is 0.930. (4) The reactants are [CH3:1][C:2]1([CH3:26])[C:11]2[CH:10]=[C:9]([C:12]#[C:13][C:14]3[CH:19]=[CH:18][C:17]([CH2:20][C:21]([O:23][CH3:24])=[O:22])=[CH:16][CH:15]=3)[CH:8]=[CH:7][C:6]=2[C:5](=[O:25])[CH2:4][CH2:3]1.[BH4-].[Na+]. The catalyst is CO. The product is [OH:25][CH:5]1[CH2:4][CH2:3][C:2]([CH3:1])([CH3:26])[C:11]2[CH:10]=[C:9]([C:12]#[C:13][C:14]3[CH:15]=[CH:16][C:17]([CH2:20][C:21]([O:23][CH3:24])=[O:22])=[CH:18][CH:19]=3)[CH:8]=[CH:7][C:6]1=2. The yield is 0.870. (5) The reactants are C(NC(C)C)(C)C.C([Li])CCC.[CH3:13][O:14][C:15]([CH:17]1[CH2:21][CH2:20][CH2:19][CH2:18]1)=[O:16].[Br:22][CH2:23][CH2:24]Br.[Cl-].[NH4+]. The catalyst is C1COCC1. The product is [CH3:13][O:14][C:15]([C:17]1([CH2:24][CH2:23][Br:22])[CH2:21][CH2:20][CH2:19][CH2:18]1)=[O:16]. The yield is 0.800. (6) The reactants are [Cl:1][C:2]1[CH:7]=[CH:6][C:5]([O:8][CH3:9])=[CH:4][C:3]=1[C:10]1[CH:20]=[C:19]([CH3:21])[C:13]2[N:14]=[C:15]([NH2:18])[N:16]=[N:17][C:12]=2[CH:11]=1.Br[C:23]1[CH:28]=[CH:27][C:26]([S:29]([CH2:32][CH2:33][CH2:34][N:35]2[CH2:39][CH2:38][CH2:37][CH2:36]2)(=[O:31])=[O:30])=[CH:25][CH:24]=1.C(=O)([O-])[O-].[Cs+].[Cs+].C1(P(C2C=CC=CC=2)C2C3OC4C(=CC=CC=4P(C4C=CC=CC=4)C4C=CC=CC=4)C(C)(C)C=3C=CC=2)C=CC=CC=1. The catalyst is C(Cl)Cl.[Pd].[Pd].C(=CC(C=CC1C=CC=CC=1)=O)C1C=CC=CC=1.C(=CC(C=CC1C=CC=CC=1)=O)C1C=CC=CC=1.C(=CC(C=CC1C=CC=CC=1)=O)C1C=CC=CC=1. The product is [Cl:1][C:2]1[CH:7]=[CH:6][C:5]([O:8][CH3:9])=[CH:4][C:3]=1[C:10]1[CH:20]=[C:19]([CH3:21])[C:13]2[N:14]=[C:15]([NH:18][C:23]3[CH:28]=[CH:27][C:26]([S:29]([CH2:32][CH2:33][CH2:34][N:35]4[CH2:36][CH2:37][CH2:38][CH2:39]4)(=[O:31])=[O:30])=[CH:25][CH:24]=3)[N:16]=[N:17][C:12]=2[CH:11]=1. The yield is 0.910.